Dataset: Reaction yield outcomes from USPTO patents with 853,638 reactions. Task: Predict the reaction yield, written as a fraction of the theoretical maximum amount of product (1.0 means a 100% yield; for example, 0.34 means a 34% yield). The reactants are [F:1][C:2]1[C:3]([CH:9]2[CH2:13][CH2:12][CH2:11][O:10]2)=[C:4]([CH:6]=[CH:7][CH:8]=1)[NH2:5].[Br:14]N1C(=O)CCC1=O. The catalyst is C(OC)(C)(C)C.C(#N)C.CCCCCC. The product is [Br:14][C:8]1[CH:7]=[CH:6][C:4]([NH2:5])=[C:3]([CH:9]2[CH2:13][CH2:12][CH2:11][O:10]2)[C:2]=1[F:1]. The yield is 0.900.